From a dataset of Peptide-MHC class I binding affinity with 185,985 pairs from IEDB/IMGT. Regression. Given a peptide amino acid sequence and an MHC pseudo amino acid sequence, predict their binding affinity value. This is MHC class I binding data. (1) The peptide sequence is GYLEGTRTL. The MHC is HLA-A11:01 with pseudo-sequence HLA-A11:01. The binding affinity (normalized) is 0.0847. (2) The peptide sequence is SRIGAWASK. The MHC is HLA-B08:01 with pseudo-sequence HLA-B08:01. The binding affinity (normalized) is 0.0847. (3) The peptide sequence is VRLLAHVI. The MHC is Mamu-B03 with pseudo-sequence Mamu-B03. The binding affinity (normalized) is 0.398. (4) The peptide sequence is TSDGFINGW. The MHC is HLA-B15:17 with pseudo-sequence HLA-B15:17. The binding affinity (normalized) is 0.489.